From a dataset of Full USPTO retrosynthesis dataset with 1.9M reactions from patents (1976-2016). Predict the reactants needed to synthesize the given product. (1) Given the product [Cl:2][C:3]1[C:4]([F:33])=[C:5]([NH:9][C:10]2[C:19]3[C:14](=[CH:15][C:16]([O:31][CH3:32])=[C:17]([CH2:20][N:21]([CH2:34][CH3:35])[C:22]4([C:28]([OH:30])=[O:29])[CH2:27][CH2:26][O:25][CH2:24][CH2:23]4)[CH:18]=3)[N:13]=[CH:12][N:11]=2)[CH:6]=[CH:7][CH:8]=1, predict the reactants needed to synthesize it. The reactants are: Cl.[Cl:2][C:3]1[C:4]([F:33])=[C:5]([NH:9][C:10]2[C:19]3[C:14](=[CH:15][C:16]([O:31][CH3:32])=[C:17]([CH2:20][NH:21][C:22]4([C:28]([OH:30])=[O:29])[CH2:27][CH2:26][O:25][CH2:24][CH2:23]4)[CH:18]=3)[N:13]=[CH:12][N:11]=2)[CH:6]=[CH:7][CH:8]=1.[CH:34](=O)[CH3:35].S([O-])([O-])(=O)=O.[Mg+2].C([BH3-])#N.[Na+]. (2) Given the product [CH:43]1[C:55]2[CH:54]([CH2:56][O:57][C:58]([NH:9][CH2:10][CH2:11][O:12]/[N:13]=[C:14]3/[C:15]([CH3:35])([CH3:34])[C:16]4[C@:29]([CH3:32])([CH2:30][CH2:31]/3)[C@@H:28]3[C@H:19]([C@H:20]5[C@@:24]([CH2:26][CH2:27]3)([CH3:25])[C@@H:23]([OH:33])[CH2:22][CH2:21]5)[CH2:18][CH:17]=4)=[O:59])[C:53]3[C:48](=[CH:49][CH:50]=[CH:51][CH:52]=3)[C:47]=2[CH:46]=[CH:45][CH:44]=1, predict the reactants needed to synthesize it. The reactants are: C(O)(=O)/C=C/C(O)=O.[NH2:9][CH2:10][CH2:11][O:12]/[N:13]=[C:14]1/[C:15]([CH3:35])([CH3:34])[C:16]2[C@:29]([CH3:32])([CH2:30][CH2:31]/1)[C@@H:28]1[C@H:19]([C@H:20]3[C@@:24]([CH2:26][CH2:27]1)([CH3:25])[C@@H:23]([OH:33])[CH2:22][CH2:21]3)[CH2:18][CH:17]=2.CCN(CC)CC.[CH:43]1[C:55]2[CH:54]([CH2:56][O:57][C:58](Cl)=[O:59])[C:53]3[C:48](=[CH:49][CH:50]=[CH:51][CH:52]=3)[C:47]=2[CH:46]=[CH:45][CH:44]=1.O. (3) Given the product [S:11]([OH:14])(=[O:13])(=[O:12])[CH3:10].[S:11]([OH:14])(=[O:13])(=[O:12])[CH3:10].[NH2:5][NH:6][C:7]([NH2:9])=[NH:8], predict the reactants needed to synthesize it. The reactants are: C(=O)(O)O.[NH2:5][NH:6][C:7]([NH2:9])=[NH:8].[CH3:10][S:11]([OH:14])(=[O:13])=[O:12]. (4) Given the product [OH:12][C:2]1[CH:10]=[CH:9][CH:8]=[CH:7][C:3]=1[C:4]([OH:6])=[O:5], predict the reactants needed to synthesize it. The reactants are: Cl[C:2]1[CH:10]=[CH:9][CH:8]=[CH:7][C:3]=1[C:4]([OH:6])=[O:5].C([O-])([O-])=[O:12].[Na+].[Na+].CN[C@@H]1CCCC[C@H]1NC.Cl. (5) Given the product [N+:1]([C:4]1[CH:5]=[CH:6][C:7]([C:10]2[S:14][C:13]([CH:15]3[CH2:16][CH2:17][CH:18]([CH2:21][C:22]([OH:24])=[O:23])[CH2:19][CH2:20]3)=[N:12][CH:11]=2)=[CH:8][CH:9]=1)([O-:3])=[O:2], predict the reactants needed to synthesize it. The reactants are: [N+:1]([C:4]1[CH:9]=[CH:8][C:7]([C:10]2[S:14][C:13]([CH:15]3[CH2:20][CH2:19][CH:18]([CH2:21][C:22]([O:24]CC)=[O:23])[CH2:17][CH2:16]3)=[N:12][CH:11]=2)=[CH:6][CH:5]=1)([O-:3])=[O:2].[OH-].[Na+].Cl. (6) Given the product [CH3:1][O:2][C:3]1[CH:4]=[CH:5][C:6]([C:9]2[S:13][C:12]([C:14]([NH:64][C@H:65]([C:70]([O:72][CH3:73])=[O:71])[CH2:66][CH2:67][CH2:68][CH3:69])=[O:16])=[C:11]([NH:17][C:18]([NH:20][C:21]3[C:22]([CH3:29])=[CH:23][C:24]([CH3:28])=[CH:25][C:26]=3[CH3:27])=[O:19])[CH:10]=2)=[CH:7][CH:8]=1, predict the reactants needed to synthesize it. The reactants are: [CH3:1][O:2][C:3]1[CH:8]=[CH:7][C:6]([C:9]2[S:13][C:12]([C:14]([OH:16])=O)=[C:11]([NH:17][C:18]([NH:20][C:21]3[C:26]([CH3:27])=[CH:25][C:24]([CH3:28])=[CH:23][C:22]=3[CH3:29])=[O:19])[CH:10]=2)=[CH:5][CH:4]=1.CN(C(ON1N=NC2C=CC=NC1=2)=[N+](C)C)C.F[P-](F)(F)(F)(F)F.CCN(C(C)C)C(C)C.Cl.[NH2:64][C@H:65]([C:70]([O:72][CH3:73])=[O:71])[CH2:66][CH2:67][CH2:68][CH3:69]. (7) Given the product [C:19]([O:23][C:24]([N:26]1[CH2:27][CH2:28][CH:29]([CH2:32][CH:33]([OH:44])[CH2:34][CH2:35][C:36]2[CH:41]=[CH:40][N:39]=[C:38]([C:42]#[N:43])[CH:37]=2)[CH2:30][CH2:31]1)=[O:25])([CH3:22])([CH3:20])[CH3:21], predict the reactants needed to synthesize it. The reactants are: [F-].C([N+](CCCC)(CCCC)CCCC)CCC.[C:19]([O:23][C:24]([N:26]1[CH2:31][CH2:30][CH:29]([CH2:32][CH:33]([O:44][Si](C)(C)C)[CH2:34][CH2:35][C:36]2[CH:41]=[CH:40][N:39]=[C:38]([C:42]#[N:43])[CH:37]=2)[CH2:28][CH2:27]1)=[O:25])([CH3:22])([CH3:21])[CH3:20].CCOCC.